Dataset: Forward reaction prediction with 1.9M reactions from USPTO patents (1976-2016). Task: Predict the product of the given reaction. Given the reactants Cl.[Cl:2][C:3]1[N:4]=[C:5]([C:11]2[CH:12]=[N:13][CH:14]=[CH:15][CH:16]=2)[S:6][C:7]=1[NH:8][CH2:9][CH3:10].N1C=CC=CC=1.[CH3:23][CH:24]([CH2:28][S:29][CH3:30])[C:25](Cl)=[O:26], predict the reaction product. The product is: [Cl:2][C:3]1[N:4]=[C:5]([C:11]2[CH:12]=[N:13][CH:14]=[CH:15][CH:16]=2)[S:6][C:7]=1[N:8]([CH2:9][CH3:10])[C:25](=[O:26])[CH:24]([CH3:23])[CH2:28][S:29][CH3:30].